From a dataset of TCR-epitope binding with 47,182 pairs between 192 epitopes and 23,139 TCRs. Binary Classification. Given a T-cell receptor sequence (or CDR3 region) and an epitope sequence, predict whether binding occurs between them. (1) The epitope is NLNESLIDL. The TCR CDR3 sequence is CATAGYEQYF. Result: 1 (the TCR binds to the epitope). (2) The epitope is FLNGSCGSV. The TCR CDR3 sequence is CASSRTSGGLDTQYF. Result: 1 (the TCR binds to the epitope). (3) The epitope is DPFRLLQNSQVFS. The TCR CDR3 sequence is CASSIKPDGYEQYF. Result: 0 (the TCR does not bind to the epitope). (4) The epitope is RLRPGGKKK. The TCR CDR3 sequence is CASSPQKGFYEQYF. Result: 1 (the TCR binds to the epitope). (5) The epitope is DRFYKTLRAEQASQEV. The TCR CDR3 sequence is CASSPAVQPSYEQYF. Result: 0 (the TCR does not bind to the epitope).